This data is from Forward reaction prediction with 1.9M reactions from USPTO patents (1976-2016). The task is: Predict the product of the given reaction. (1) Given the reactants [F:1][C:2]1[CH:7]=[C:6](B2OC(C)(C)C(C)(C)O2)[CH:5]=[CH:4][C:3]=1[C:17]1[N:18]=[CH:19][C:20]([NH2:23])=[N:21][CH:22]=1.Br[C:25]1[CH:30]=[CH:29][CH:28]=[CH:27][C:26]=1[S:31]([CH2:34][CH2:35][CH2:36][CH2:37][CH2:38][CH3:39])(=[O:33])=[O:32], predict the reaction product. The product is: [F:1][C:2]1[CH:7]=[C:6]([C:25]2[CH:30]=[CH:29][CH:28]=[CH:27][C:26]=2[S:31]([CH2:34][CH2:35][CH2:36][CH2:37][CH2:38][CH3:39])(=[O:32])=[O:33])[CH:5]=[CH:4][C:3]=1[C:17]1[N:18]=[CH:19][C:20]([NH2:23])=[N:21][CH:22]=1. (2) Given the reactants Br[C:2]1[C:3]([O:12][CH2:13][CH2:14][F:15])=[CH:4][CH:5]=[C:6]2[C:11]=1[N:10]=[CH:9][CH:8]=[CH:7]2.[CH3:16]CN(CC)CC.[C:23]([O-:26])(O)=[O:24].[Na+], predict the reaction product. The product is: [F:15][CH2:14][CH2:13][O:12][C:3]1[C:2]([C:23]([O:26][CH3:16])=[O:24])=[C:11]2[C:6]([CH:7]=[CH:8][CH:9]=[N:10]2)=[CH:5][CH:4]=1. (3) Given the reactants [C:1](Cl)(=[O:5])[C:2](Cl)=O.[CH2:7]([N:9]1[C:13]2[CH:14]=[CH:15]C(C([O-])=O)=[CH:17][C:12]=2[N:11]=[C:10]1[CH2:21][C:22]1[N:23]([C:27]2[CH:32]=[C:31]([F:33])[CH:30]=[CH:29][C:28]=2[F:34])[N:24]=[CH:25][CH:26]=1)[CH3:8], predict the reaction product. The product is: [CH2:10]([NH:9][C:1]([C:2]1[CH:15]=[CH:14][C:13]2[N:9]([CH2:7][CH3:8])[C:10]([CH2:21][C:22]3[N:23]([C:27]4[CH:32]=[C:31]([F:33])[CH:30]=[CH:29][C:28]=4[F:34])[N:24]=[CH:25][CH:26]=3)=[N:11][C:12]=2[CH:17]=1)=[O:5])[C:21]#[CH:22].